From a dataset of NCI-60 drug combinations with 297,098 pairs across 59 cell lines. Regression. Given two drug SMILES strings and cell line genomic features, predict the synergy score measuring deviation from expected non-interaction effect. (1) Drug 1: CCC1(C2=C(COC1=O)C(=O)N3CC4=CC5=C(C=CC(=C5CN(C)C)O)N=C4C3=C2)O.Cl. Drug 2: CC1C(C(CC(O1)OC2CC(CC3=C2C(=C4C(=C3O)C(=O)C5=CC=CC=C5C4=O)O)(C(=O)C)O)N)O. Cell line: HOP-62. Synergy scores: CSS=51.0, Synergy_ZIP=-9.59, Synergy_Bliss=-11.4, Synergy_Loewe=-11.6, Synergy_HSA=-8.77. (2) Drug 1: C1CCC(CC1)NC(=O)N(CCCl)N=O. Drug 2: C1CNP(=O)(OC1)N(CCCl)CCCl. Cell line: MALME-3M. Synergy scores: CSS=11.0, Synergy_ZIP=-3.90, Synergy_Bliss=-1.33, Synergy_Loewe=-1.34, Synergy_HSA=-2.11. (3) Drug 1: C1CCC(CC1)NC(=O)N(CCCl)N=O. Drug 2: C1=CC(=CC=C1C#N)C(C2=CC=C(C=C2)C#N)N3C=NC=N3. Cell line: NCI-H322M. Synergy scores: CSS=2.73, Synergy_ZIP=-1.89, Synergy_Bliss=-2.88, Synergy_Loewe=-1.66, Synergy_HSA=-2.88. (4) Drug 1: CC1C(C(CC(O1)OC2CC(CC3=C2C(=C4C(=C3O)C(=O)C5=C(C4=O)C(=CC=C5)OC)O)(C(=O)C)O)N)O.Cl. Drug 2: COCCOC1=C(C=C2C(=C1)C(=NC=N2)NC3=CC=CC(=C3)C#C)OCCOC.Cl. Cell line: UACC-257. Synergy scores: CSS=4.36, Synergy_ZIP=0.511, Synergy_Bliss=2.82, Synergy_Loewe=-3.87, Synergy_HSA=0.422.